This data is from Catalyst prediction with 721,799 reactions and 888 catalyst types from USPTO. The task is: Predict which catalyst facilitates the given reaction. (1) Reactant: [C:1]([C:5]1[C:6]([NH:17][C:18]([C:20]2[C:29](=[O:30])[C:28]3[C:23](=[CH:24][CH:25]=[CH:26][CH:27]=3)[NH:22][CH:21]=2)=[O:19])=[CH:7][C:8]2[O:12][C:11](=[O:13])[C:10]([CH3:15])([CH3:14])[C:9]=2[CH:16]=1)([CH3:4])([CH3:3])[CH3:2].[OH-:31].[Na+]. Product: [C:1]([C:5]1[C:6]([NH:17][C:18]([C:20]2[C:29](=[O:30])[C:28]3[C:23](=[CH:24][CH:25]=[CH:26][CH:27]=3)[NH:22][CH:21]=2)=[O:19])=[CH:7][C:8]([OH:31])=[C:9]([C:10]([CH3:15])([CH3:14])[C:11]([OH:12])=[O:13])[CH:16]=1)([CH3:4])([CH3:2])[CH3:3]. The catalyst class is: 5. (2) Product: [OH:26][CH:24]([C:22]1[CH:21]=[CH:20][C:3]([O:4][CH2:5][C:6]2[C:11]([CH3:12])=[CH:10][CH:9]=[CH:8][C:7]=2[N:13]2[C:17](=[O:18])[N:16]([CH3:19])[N:15]=[N:14]2)=[C:2]([CH3:1])[CH:23]=1)[CH3:25]. Reactant: [CH3:1][C:2]1[CH:23]=[C:22]([C:24](=[O:26])[CH3:25])[CH:21]=[CH:20][C:3]=1[O:4][CH2:5][C:6]1[C:11]([CH3:12])=[CH:10][CH:9]=[CH:8][C:7]=1[N:13]1[C:17](=[O:18])[N:16]([CH3:19])[N:15]=[N:14]1.CO.[BH4-].[Na+]. The catalyst class is: 6. (3) Reactant: [NH2:1][C:2]1[CH:11]=[CH:10][C:9]2[NH:8][CH:7]=[C:6]3[C:12](=[O:21])[N:13]([C:15]4[CH:20]=[CH:19][CH:18]=[CH:17][CH:16]=4)[N:14]=[C:5]3[C:4]=2[CH:3]=1.Cl.Cl[CH2:24][CH2:25][NH:26][CH2:27][CH2:28]Cl. Product: [C:15]1([N:13]2[C:12](=[O:21])[C:6]3=[CH:7][NH:8][C:9]4[CH:10]=[CH:11][C:2]([N:1]5[CH2:28][CH2:27][NH:26][CH2:25][CH2:24]5)=[CH:3][C:4]=4[C:5]3=[N:14]2)[CH:20]=[CH:19][CH:18]=[CH:17][CH:16]=1. The catalyst class is: 159. (4) Reactant: [CH3:1][C:2]1[CH:18]=[CH:17][C:5]([CH2:6][NH:7][C:8]([NH:10][CH:11]2[CH2:15][CH2:14][O:13][C:12]2=[O:16])=[O:9])=[CH:4][CH:3]=1.C[O-].[Na+].C(Cl)Cl.Cl. The catalyst class is: 5. Product: [OH:13][CH2:14][CH2:15][CH:11]1[NH:10][C:8](=[O:9])[N:7]([CH2:6][C:5]2[CH:17]=[CH:18][C:2]([CH3:1])=[CH:3][CH:4]=2)[C:12]1=[O:16]. (5) Reactant: [O:1]([C:8]1[CH:16]=[CH:15][C:11]([C:12]([OH:14])=O)=[CH:10][CH:9]=1)[C:2]1[CH:7]=[CH:6][CH:5]=[CH:4][CH:3]=1.C(N1C=CN=C1)(N1C=CN=C1)=O.[Mg+].[C:30]([O:36][CH2:37][CH3:38])(=[O:35])[CH2:31]C([O-])=O.Cl. Product: [O:14]=[C:12]([C:11]1[CH:10]=[CH:9][C:8]([O:1][C:2]2[CH:3]=[CH:4][CH:5]=[CH:6][CH:7]=2)=[CH:16][CH:15]=1)[CH2:31][C:30]([O:36][CH2:37][CH3:38])=[O:35]. The catalyst class is: 253. (6) Reactant: [S:1]1[CH:5]=[CH:4][N:3]=[C:2]1[C:6]#[N:7].C[O-].[Na+].[Cl-:11].[NH4+:12]. Product: [ClH:11].[S:1]1[CH:5]=[CH:4][N:3]=[C:2]1[C:6]([NH2:12])=[NH:7]. The catalyst class is: 5. (7) Reactant: [F:1][C:2]([F:7])([F:6])[C:3]([OH:5])=[O:4].[F:8][C:9]1[N:14]=[CH:13][C:12]([N:15]2[CH2:19][CH:18]([C:20]([O:22]C(C)(C)C)=[O:21])[N:17]([CH3:27])[C:16]2=[O:28])=[CH:11][CH:10]=1. Product: [OH:5][C:3]([C:2]([F:7])([F:6])[F:1])=[O:4].[F:8][C:9]1[N:14]=[CH:13][C:12]([N:15]2[CH2:19][CH:18]([C:20]([OH:22])=[O:21])[N:17]([CH3:27])[C:16]2=[O:28])=[CH:11][CH:10]=1. The catalyst class is: 4.